Task: Binary Classification. Given a drug SMILES string, predict its activity (active/inactive) in a high-throughput screening assay against a specified biological target.. Dataset: SARS-CoV-2 main protease (3CLPro) crystallographic fragment screen with 879 compounds (1) The drug is COc1ccc(NCc2ccc(F)cc2)cc1. The result is 0 (inactive). (2) The molecule is O=c1cccn[nH]1. The result is 0 (inactive). (3) The molecule is CCS(=O)(=O)NCc1ccc2c(c1)OCO2. The result is 0 (inactive). (4) The result is 0 (inactive). The molecule is COCc1cc(C(N)=O)no1. (5) The drug is CC(=O)N1CCC(C#N)CC1. The result is 0 (inactive).